Task: Predict the reaction yield, written as a fraction of the theoretical maximum amount of product (1.0 means a 100% yield; for example, 0.34 means a 34% yield).. Dataset: Reaction yield outcomes from USPTO patents with 853,638 reactions (1) No catalyst specified. The yield is 0.860. The reactants are [CH2:1]1[CH:6]2[CH2:7][C:8]3([NH2:11])[CH2:10][CH:4]([CH2:5]2)[CH2:3][CH:2]1[CH2:9]3.Cl[CH2:13][C:14]1[CH:18]=[C:17]([CH:19]2[CH2:21][CH2:20]2)[O:16][N:15]=1. The product is [CH:19]1([C:17]2[O:16][N:15]=[C:14]([CH2:13][NH:11][C:8]34[CH2:10][CH:4]5[CH2:5][CH:6]([CH2:1][CH:2]([CH2:3]5)[CH2:9]3)[CH2:7]4)[CH:18]=2)[CH2:21][CH2:20]1. (2) The reactants are Cl[CH2:2][CH2:3][CH2:4][N:5]1[C:14]2[C:9](=[CH:10][C:11]([F:16])=[C:12]([F:15])[CH:13]=2)[CH2:8][CH2:7][C:6]1=[O:17].[NH:18]1[CH2:23][CH2:22][CH:21]([CH2:24][CH2:25][O:26][C:27](=[O:32])[C:28]([CH3:31])([CH3:30])[CH3:29])[CH2:20][CH2:19]1.C([O-])([O-])=O.[Cs+].[Cs+].O. The catalyst is CN(C=O)C. The product is [F:16][C:11]1[CH:10]=[C:9]2[C:14](=[CH:13][C:12]=1[F:15])[N:5]([CH2:4][CH2:3][CH2:2][N:18]1[CH2:23][CH2:22][CH:21]([CH2:24][CH2:25][O:26][C:27](=[O:32])[C:28]([CH3:30])([CH3:29])[CH3:31])[CH2:20][CH2:19]1)[C:6](=[O:17])[CH2:7][CH2:8]2. The yield is 0.240. (3) The reactants are [C:1]1([CH:7]2[C:11]3([CH2:14][CH2:13][CH2:12]3)[O:10][C:9](=[O:15])[NH:8]2)[CH:6]=[CH:5][CH:4]=[CH:3][CH:2]=1.I[C:17]1[CH:35]=[CH:34][C:20]([C:21]([NH:23][C:24]2[CH:25]=[CH:26][CH:27]=[C:28]3[C:33]=2[N:32]=[CH:31][CH:30]=[CH:29]3)=[O:22])=[CH:19][CH:18]=1.C([O-])([O-])=O.[Cs+].[Cs+].CC(C1C=C(C(C)C)C(C2C=CC=CC=2P(C2CCCCC2)C2CCCCC2)=C(C(C)C)C=1)C. The catalyst is O1CCOCC1.C1C=CC(/C=C/C(/C=C/C2C=CC=CC=2)=O)=CC=1.C1C=CC(/C=C/C(/C=C/C2C=CC=CC=2)=O)=CC=1.C1C=CC(/C=C/C(/C=C/C2C=CC=CC=2)=O)=CC=1.[Pd].[Pd]. The product is [O:15]=[C:9]1[N:8]([C:17]2[CH:35]=[CH:34][C:20]([C:21]([NH:23][C:24]3[CH:25]=[CH:26][CH:27]=[C:28]4[C:33]=3[N:32]=[CH:31][CH:30]=[CH:29]4)=[O:22])=[CH:19][CH:18]=2)[CH:7]([C:1]2[CH:2]=[CH:3][CH:4]=[CH:5][CH:6]=2)[C:11]2([CH2:14][CH2:13][CH2:12]2)[O:10]1. The yield is 0.120.